This data is from NCI-60 drug combinations with 297,098 pairs across 59 cell lines. The task is: Regression. Given two drug SMILES strings and cell line genomic features, predict the synergy score measuring deviation from expected non-interaction effect. Drug 1: CCC1(C2=C(COC1=O)C(=O)N3CC4=CC5=C(C=CC(=C5CN(C)C)O)N=C4C3=C2)O.Cl. Drug 2: N.N.Cl[Pt+2]Cl. Cell line: SR. Synergy scores: CSS=86.3, Synergy_ZIP=2.40, Synergy_Bliss=2.15, Synergy_Loewe=2.24, Synergy_HSA=5.09.